Dataset: Catalyst prediction with 721,799 reactions and 888 catalyst types from USPTO. Task: Predict which catalyst facilitates the given reaction. (1) Reactant: C(NC(C)C)(C)C.C([Li])CCC.[C:13]([O:17][C:18]([N:20]1[CH2:25][CH2:24][C:23](=[O:26])[CH2:22][CH2:21]1)=[O:19])([CH3:16])([CH3:15])[CH3:14].C1C=CC(N([S:34]([C:37]([F:40])([F:39])[F:38])(=[O:36])=[O:35])[S:34]([C:37]([F:40])([F:39])[F:38])(=[O:36])=[O:35])=CC=1. Product: [C:18]([N:20]1[CH2:21][CH:22]=[C:23]([O:26][S:34]([C:37]([F:40])([F:39])[F:38])(=[O:36])=[O:35])[CH2:24][CH2:25]1)([O:17][C:13]([CH3:16])([CH3:14])[CH3:15])=[O:19]. The catalyst class is: 7. (2) Reactant: [Cl:1][C:2]1[CH:3]=[C:4]2[C:8](=[CH:9][CH:10]=1)[N:7]([CH2:11][CH2:12][C:13]([OH:15])=O)[C:6]([CH2:16][N:17]1[C:21]3=[CH:22][N:23]=[CH:24][CH:25]=[C:20]3[C:19]3([CH2:27][CH2:26]3)[C:18]1=[O:28])=[CH:5]2.[CH:29]1([S:32]([NH2:35])(=[O:34])=[O:33])[CH2:31][CH2:30]1.Cl.CN(C)CCCN=C=NCC. Product: [Cl:1][C:2]1[CH:3]=[C:4]2[C:8](=[CH:9][CH:10]=1)[N:7]([CH2:11][CH2:12][C:13]([NH:35][S:32]([CH:29]1[CH2:31][CH2:30]1)(=[O:34])=[O:33])=[O:15])[C:6]([CH2:16][N:17]1[C:21]3=[CH:22][N:23]=[CH:24][CH:25]=[C:20]3[C:19]3([CH2:26][CH2:27]3)[C:18]1=[O:28])=[CH:5]2. The catalyst class is: 4.